Dataset: Catalyst prediction with 721,799 reactions and 888 catalyst types from USPTO. Task: Predict which catalyst facilitates the given reaction. (1) Reactant: [OH-].[K+].C[O:4][C:5]([C:7]1[CH:15]=[C:14]2[C:10]([CH2:11][CH2:12][N:13]2[C:16]([O:18][C:19]([CH3:22])([CH3:21])[CH3:20])=[O:17])=[C:9]([O:23][CH3:24])[CH:8]=1)=[O:6].CO. Product: [C:19]([O:18][C:16]([N:13]1[C:14]2[C:10](=[C:9]([O:23][CH3:24])[CH:8]=[C:7]([C:5]([OH:6])=[O:4])[CH:15]=2)[CH2:11][CH2:12]1)=[O:17])([CH3:22])([CH3:21])[CH3:20]. The catalyst class is: 7. (2) Reactant: [CH3:1][O:2][C:3](=[O:13])[NH:4][C:5]1[CH:10]=[C:9](I)[CH:8]=[C:7]([Br:12])[CH:6]=1.[N:14]1[CH:19]=[CH:18][CH:17]=[C:16](B(O)O)[CH:15]=1.C(=O)([O-])[O-].[K+].[K+]. Product: [CH3:1][O:2][C:3](=[O:13])[NH:4][C:5]1[CH:10]=[C:9]([C:16]2[CH:15]=[N:14][CH:19]=[CH:18][CH:17]=2)[CH:8]=[C:7]([Br:12])[CH:6]=1. The catalyst class is: 75. (3) Reactant: [C:1]([NH:4][C:5]1[S:6][C:7]([C:11]2[N:12]=[C:13]([C:16](Cl)=[O:17])[S:14][CH:15]=2)=[C:8]([CH3:10])[N:9]=1)(=[O:3])[CH3:2].[C@@H:19]12[O:28][C@@H:23]([O:24][C@H:25]1[CH2:26][OH:27])[CH2:22][NH:21][CH2:20]2.C(N(CC)CC)C. Product: [OH:27][CH2:26][C@H:25]1[C@H:19]2[O:28][C@H:23]([CH2:22][N:21]([C:16]([C:13]3[S:14][CH:15]=[C:11]([C:7]4[S:6][C:5]([NH:4][C:1](=[O:3])[CH3:2])=[N:9][C:8]=4[CH3:10])[N:12]=3)=[O:17])[CH2:20]2)[O:24]1. The catalyst class is: 76. (4) Reactant: C([O:3][C:4](=[O:36])[C:5]([O:8][C:9]1[CH:14]=[CH:13][CH:12]=[C:11]([O:15][CH2:16][CH2:17][C:18]2[N:19]=[C:20]([C:24]3[CH:25]=[C:26]([C:30]4[CH:35]=[CH:34][CH:33]=[CH:32][CH:31]=4)[CH:27]=[CH:28][CH:29]=3)[O:21][C:22]=2[CH3:23])[CH:10]=1)([CH3:7])[CH3:6])C.[OH-].[Na+]. The catalyst class is: 353. Product: [C:26]1([C:30]2[CH:35]=[CH:34][CH:33]=[CH:32][CH:31]=2)[CH:27]=[CH:28][CH:29]=[C:24]([C:20]2[O:21][C:22]([CH3:23])=[C:18]([CH2:17][CH2:16][O:15][C:11]3[CH:10]=[C:9]([CH:14]=[CH:13][CH:12]=3)[O:8][C:5]([CH3:7])([CH3:6])[C:4]([OH:36])=[O:3])[N:19]=2)[CH:25]=1. (5) Reactant: C(N(CC)[C:4](=O)[S:5][C:6]1[CH:23]=[CH:22][C:9]2[N:10]([C:13]3[CH:18]=[CH:17][C:16]([O:19][CH2:20][CH3:21])=[CH:15][CH:14]=3)[CH:11]=[N:12][C:8]=2[CH:7]=1)C.[OH-].[K+].C(OC1C=CC(N2C3C=CC(SSC4C=CC5N(C6C=CC(OCC)=CC=6)C=NC=5C=4)=CC=3N=C2)=CC=1)C.[CH2:67]([C:69]1[CH:76]=[CH:75][C:72](CCl)=[CH:71][CH:70]=1)[CH3:68]. Product: [CH2:20]([O:19][C:16]1[CH:15]=[CH:14][C:13]([N:10]2[C:9]3[CH:22]=[CH:23][C:6]([S:5][CH2:4][C:72]4[CH:75]=[CH:76][C:69]([CH2:67][CH3:68])=[CH:70][CH:71]=4)=[CH:7][C:8]=3[N:12]=[CH:11]2)=[CH:18][CH:17]=1)[CH3:21]. The catalyst class is: 8. (6) Reactant: [N:1]1[C:10]2[C:5](=[N:6][CH:7]=[CH:8][CH:9]=2)[CH:4]=[CH:3][C:2]=1[NH:11][C:12](=[O:14])[CH3:13].N1C=CC=CC=1.[Br:21]Br. Product: [Br:21][C:8]1[CH:9]=[C:10]2[C:5]([CH:4]=[CH:3][C:2]([NH:11][C:12](=[O:14])[CH3:13])=[N:1]2)=[N:6][CH:7]=1. The catalyst class is: 53. (7) Reactant: [N:1]([C:4]1[C:9]([F:10])=[CH:8][N:7]=[CH:6][C:5]=1/[CH:11]=[N:12]/[C:13]1[C:18]([Cl:19])=[CH:17][C:16]([Br:20])=[CH:15][C:14]=1[Cl:21])=[N+]=[N-]. Product: [Br:20][C:16]1[CH:17]=[C:18]([Cl:19])[C:13]([N:12]2[CH:11]=[C:5]3[CH:6]=[N:7][CH:8]=[C:9]([F:10])[C:4]3=[N:1]2)=[C:14]([Cl:21])[CH:15]=1. The catalyst class is: 11. (8) The catalyst class is: 3. Reactant: [Br:1][C:2]1[CH:10]=[C:9]2[C:5]([C:6]([CH3:17])=[C:7]([C:11]3[CH:16]=[CH:15][CH:14]=[CH:13][CH:12]=3)[NH:8]2)=[CH:4][CH:3]=1.[CH2:18](Br)[C:19]1[CH:24]=[CH:23][CH:22]=[CH:21][CH:20]=1. Product: [CH2:18]([N:8]1[C:9]2[C:5](=[CH:4][CH:3]=[C:2]([Br:1])[CH:10]=2)[C:6]([CH3:17])=[C:7]1[C:11]1[CH:16]=[CH:15][CH:14]=[CH:13][CH:12]=1)[C:19]1[CH:24]=[CH:23][CH:22]=[CH:21][CH:20]=1. (9) Reactant: [CH2:1]([CH:5]1[CH2:13][C:12]2[C:7](=[CH:8][CH:9]=[C:10]([O:14][CH3:15])[CH:11]=2)[C:6]1=[O:16])[CH2:2][CH2:3][CH3:4].[Br:17]NC(=O)CCC(N)=O. Product: [Br:17][C:11]1[C:10]([O:14][CH3:15])=[CH:9][CH:8]=[C:7]2[C:12]=1[CH2:13][CH:5]([CH2:1][CH2:2][CH2:3][CH3:4])[C:6]2=[O:16]. The catalyst class is: 508. (10) Reactant: [C:1]([OH:9])(=O)[C:2]1[CH:7]=[CH:6][N:5]=[CH:4][CH:3]=1.S(Cl)([Cl:12])=O. Product: [C:1]([Cl:12])(=[O:9])[C:2]1[CH:7]=[CH:6][N:5]=[CH:4][CH:3]=1. The catalyst class is: 1.